This data is from Forward reaction prediction with 1.9M reactions from USPTO patents (1976-2016). The task is: Predict the product of the given reaction. (1) Given the reactants [Cl:1][C:2]1[CH:3]=[C:4]2[C:8](=[CH:9][CH:10]=1)[NH:7][C:6]([S:11]([N:14]1[CH2:19][CH2:18][N:17]([C:20](=[O:33])[C:21]3[CH:26]=[CH:25][C:24]([C:27]4[CH:32]=[CH:31][N:30]=[CH:29][CH:28]=4)=[CH:23][CH:22]=3)[CH2:16][CH2:15]1)(=[O:13])=[O:12])=[CH:5]2.ClC1C=C(C=CC=1)C(OO)=[O:39], predict the reaction product. The product is: [Cl:1][C:2]1[CH:3]=[C:4]2[C:8](=[CH:9][CH:10]=1)[NH:7][C:6]([S:11]([N:14]1[CH2:19][CH2:18][N:17]([C:20]([C:21]3[CH:22]=[CH:23][C:24]([C:27]4[CH:32]=[CH:31][N+:30]([O-:39])=[CH:29][CH:28]=4)=[CH:25][CH:26]=3)=[O:33])[CH2:16][CH2:15]1)(=[O:13])=[O:12])=[CH:5]2. (2) Given the reactants [NH2:1][CH:2]1[CH2:7][CH2:6][N:5]([CH2:8][CH:9]2[N:19]3[C:20]4[N:11]([C:12](=[O:22])[CH:13]=[CH:14][C:15]=4[N:16]=[CH:17][C:18]3=[O:21])[CH2:10]2)[CH2:4][CH2:3]1.S([O-])([O-])(=O)=O.[Mg+2].[F:29][C:30]1[CH:31]=[C:32]([CH2:36][CH2:37][CH:38]=O)[CH:33]=[CH:34][CH:35]=1.[BH-](OC(C)=O)(OC(C)=O)OC(C)=O.[Na+], predict the reaction product. The product is: [F:29][C:30]1[CH:31]=[C:32]([CH2:36][CH2:37][CH2:38][NH:1][CH:2]2[CH2:7][CH2:6][N:5]([CH2:8][CH:9]3[N:19]4[C:20]5[N:11]([C:12](=[O:22])[CH:13]=[CH:14][C:15]=5[N:16]=[CH:17][C:18]4=[O:21])[CH2:10]3)[CH2:4][CH2:3]2)[CH:33]=[CH:34][CH:35]=1. (3) Given the reactants C(OC([N:8]1[C:16]2[C:11](=[CH:12][CH:13]=[CH:14][CH:15]=2)[CH:10]=[C:9]1B(O)O)=O)(C)(C)C.C(=O)([O-])O.[Na+].I[C:26]1(C(OC(C)(C)C)=O)[C:34]2[C:29](=[CH:30][CH:31]=[C:32]([N:35]([S:43]([C:46]3[CH:51]=[CH:50][CH:49]=[CH:48][C:47]=3[O:52][C:53]([F:56])([F:55])[F:54])(=[O:45])=[O:44])C(OC(C)(C)C)=O)[CH:33]=2)[N:28]=[N:27]1, predict the reaction product. The product is: [NH:8]1[C:16]2[C:11](=[CH:12][CH:13]=[CH:14][CH:15]=2)[CH:10]=[C:9]1[C:26]1[C:34]2[C:29](=[CH:30][CH:31]=[C:32]([NH:35][S:43]([C:46]3[CH:51]=[CH:50][CH:49]=[CH:48][C:47]=3[O:52][C:53]([F:54])([F:55])[F:56])(=[O:45])=[O:44])[CH:33]=2)[NH:28][N:27]=1. (4) The product is: [N:27]1[CH:28]=[CH:29][CH:30]=[CH:31][C:26]=1[C:2]1[CH:3]=[N:4][C:5]([N:8]2[CH2:13][CH2:12][N:11]([C:14]([O:16][C:17]([CH3:20])([CH3:19])[CH3:18])=[O:15])[CH2:10][CH2:9]2)=[N:6][CH:7]=1. Given the reactants Br[C:2]1[CH:3]=[N:4][C:5]([N:8]2[CH2:13][CH2:12][N:11]([C:14]([O:16][C:17]([CH3:20])([CH3:19])[CH3:18])=[O:15])[CH2:10][CH2:9]2)=[N:6][CH:7]=1.C([Sn](CCCC)(CCCC)[C:26]1[CH:31]=[CH:30][CH:29]=[CH:28][N:27]=1)CCC.C(=O)([O-])[O-].[K+].[K+], predict the reaction product. (5) Given the reactants C(OC(=O)[NH:7][CH2:8]/[CH:9]=[CH:10]/[C:11]1[CH:12]=[C:13]2[C:18](=[CH:19][CH:20]=1)[N:17]=[CH:16][N:15]=[C:14]2[NH:21][C:22]1[CH:27]=[CH:26][C:25]([O:28][C:29]2[CH:30]=[N:31][C:32]([CH3:35])=[CH:33][CH:34]=2)=[C:24](Cl)[CH:23]=1)(C)(C)C.[CH2:38](N(CC)CC)C.[C:45]([O:48][C:49]([CH3:54])([CH3:53])[C:50](Cl)=[O:51])(=[O:47])[CH3:46], predict the reaction product. The product is: [C:45]([O:48][C:49]([CH3:54])([CH3:53])[C:50]([NH:7][CH2:8][CH:9]=[CH:10][C:11]1[CH:12]=[C:13]2[C:18](=[CH:19][CH:20]=1)[N:17]=[CH:16][N:15]=[C:14]2[NH:21][C:22]1[CH:27]=[CH:26][C:25]([O:28][C:29]2[CH:30]=[N:31][C:32]([CH3:35])=[CH:33][CH:34]=2)=[C:24]([CH3:38])[CH:23]=1)=[O:51])(=[O:47])[CH3:46]. (6) Given the reactants Br[CH2:2][C:3]1[CH:4]=[CH:5][C:6]([Cl:9])=[N:7][CH:8]=1.[C:10]1([CH:16]([NH:19][C:20]([C:22]2[CH:23]=[C:24]3[C:28](=[CH:29][CH:30]=2)[NH:27][CH:26]=[CH:25]3)=[O:21])[CH2:17][CH3:18])[CH:15]=[CH:14][CH:13]=[CH:12][CH:11]=1, predict the reaction product. The product is: [Cl:9][C:6]1[N:7]=[CH:8][C:3]([CH2:2][N:27]2[C:28]3[C:24](=[CH:23][C:22]([C:20]([NH:19][CH:16]([C:10]4[CH:11]=[CH:12][CH:13]=[CH:14][CH:15]=4)[CH2:17][CH3:18])=[O:21])=[CH:30][CH:29]=3)[CH:25]=[CH:26]2)=[CH:4][CH:5]=1. (7) Given the reactants [CH3:1][S:2]([C:5]1[CH:6]=[C:7]2[C:11](=[CH:12][CH:13]=1)[N:10]([CH2:14][C:15]1[CH:20]=[CH:19][C:18]([CH:21]3[CH2:26][CH2:25][N:24]([C:27]#[N:28])[CH2:23][CH2:22]3)=[CH:17][N:16]=1)[CH:9]=[CH:8]2)(=[O:4])=[O:3].[NH2:29][OH:30], predict the reaction product. The product is: [OH:30][NH:29][C:27]([N:24]1[CH2:23][CH2:22][CH:21]([C:18]2[CH:19]=[CH:20][C:15]([CH2:14][N:10]3[C:11]4[C:7](=[CH:6][C:5]([S:2]([CH3:1])(=[O:3])=[O:4])=[CH:13][CH:12]=4)[CH:8]=[CH:9]3)=[N:16][CH:17]=2)[CH2:26][CH2:25]1)=[NH:28].